Dataset: Forward reaction prediction with 1.9M reactions from USPTO patents (1976-2016). Task: Predict the product of the given reaction. (1) Given the reactants [CH2:1]1[C:4]2([CH2:9][CH2:8][N:7]([C:10]([O:12][CH2:13][C:14]3[CH:19]=[CH:18][CH:17]=[CH:16][CH:15]=3)=[O:11])[CH2:6][CH2:5]2)[CH2:3][N:2]1C(OC(C)(C)C)=O, predict the reaction product. The product is: [CH2:3]1[C:4]2([CH2:5][CH2:6][N:7]([C:10]([O:12][CH2:13][C:14]3[CH:19]=[CH:18][CH:17]=[CH:16][CH:15]=3)=[O:11])[CH2:8][CH2:9]2)[CH2:1][NH:2]1. (2) Given the reactants [CH3:1][C:2]1([N:8]2[CH2:13][CH2:12][CH:11]([N:14]([C:21]3[CH:26]=[CH:25][CH:24]=[CH:23][CH:22]=3)[C:15]3[CH:20]=[CH:19][N:18]=[CH:17][CH:16]=3)[CH2:10][CH2:9]2)[CH2:7][CH2:6][NH:5][CH2:4][CH2:3]1.[CH3:27][C:28]1[CH:36]=[CH:35][CH:34]=[C:33]([CH3:37])[C:29]=1[C:30](O)=[O:31].C1(NC2CCN(C(OC(C)(C)C)=O)CC2)C=CC=CC=1.Cl.BrC1C=CN=CC=1, predict the reaction product. The product is: [CH3:27][C:28]1[CH:36]=[CH:35][CH:34]=[C:33]([CH3:37])[C:29]=1[C:30]([N:5]1[CH2:4][CH2:3][C:2]([CH3:1])([N:8]2[CH2:13][CH2:12][CH:11]([N:14]([C:21]3[CH:26]=[CH:25][CH:24]=[CH:23][CH:22]=3)[C:15]3[CH:16]=[CH:17][N:18]=[CH:19][CH:20]=3)[CH2:10][CH2:9]2)[CH2:7][CH2:6]1)=[O:31]. (3) Given the reactants [CH3:1][NH:2][C:3]1[C:8]([NH2:9])=[CH:7][C:6]([C:10]([F:13])([F:12])[F:11])=[CH:5][C:4]=1[NH2:14].[CH2:15]([S:17][C:18]1[CH:26]=[CH:25][CH:24]=[CH:23][C:19]=1[C:20](O)=O)[CH3:16].Cl.C(N=C=NCCCN(C)C)C.ON1C2C=CC=CC=2N=N1, predict the reaction product. The product is: [CH2:15]([S:17][C:18]1[CH:26]=[CH:25][CH:24]=[CH:23][C:19]=1[C:20]1[N:2]([CH3:1])[C:3]2[C:8]([NH2:9])=[CH:7][C:6]([C:10]([F:11])([F:12])[F:13])=[CH:5][C:4]=2[N:14]=1)[CH3:16]. (4) Given the reactants O=P(Cl)(Cl)[Cl:3].[CH3:6][N:7]([CH3:21])/[CH:8]=[CH:9]/[C:10]([C:12]1[CH:13]=[N:14][N:15]2[CH:20]=[CH:19][CH:18]=[CH:17][C:16]=12)=O.[F:22][P-:23]([F:28])([F:27])([F:26])([F:25])[F:24].[Na+], predict the reaction product. The product is: [F:22][P-:23]([F:28])([F:27])([F:26])([F:25])[F:24].[Cl:3]/[C:10](/[C:12]1[CH:13]=[N:14][N:15]2[CH:20]=[CH:19][CH:18]=[CH:17][C:16]=12)=[CH:9]\[CH:8]=[N+:7]([CH3:21])[CH3:6].